This data is from Forward reaction prediction with 1.9M reactions from USPTO patents (1976-2016). The task is: Predict the product of the given reaction. (1) Given the reactants [F:1][C:2]([F:23])([F:22])[CH:3]=[N:4][NH:5][CH:6]1[CH2:11][CH2:10][N:9]([C:12]([O:14][CH2:15][C:16]2[CH:21]=[CH:20][CH:19]=[CH:18][CH:17]=2)=[O:13])[CH2:8][CH2:7]1.C1C(=O)N([Br:31])C(=O)C1.C(OCC)(=O)C.O, predict the reaction product. The product is: [Br:31][C:3](=[N:4][NH:5][CH:6]1[CH2:7][CH2:8][N:9]([C:12]([O:14][CH2:15][C:16]2[CH:17]=[CH:18][CH:19]=[CH:20][CH:21]=2)=[O:13])[CH2:10][CH2:11]1)[C:2]([F:1])([F:22])[F:23]. (2) Given the reactants [CH3:1][N:2]([C:14]1[N:23]=[C:22]([NH2:24])[C:21]2[C:16](=[CH:17][C:18]([O:27][CH3:28])=[C:19]([O:25][CH3:26])[CH:20]=2)[N:15]=1)[CH2:3][CH2:4][CH2:5][NH:6]C(C1OCCC1)=O.NC1C2C(=CC(OC)=C(OC)C=2)N=C(Cl)N=1.CNCCC#N, predict the reaction product. The product is: [NH2:24][C:22]1[C:21]2[C:16](=[CH:17][C:18]([O:27][CH3:28])=[C:19]([O:25][CH3:26])[CH:20]=2)[N:15]=[C:14]([N:2]([CH2:3][CH2:4][C:5]#[N:6])[CH3:1])[N:23]=1.